Dataset: Full USPTO retrosynthesis dataset with 1.9M reactions from patents (1976-2016). Task: Predict the reactants needed to synthesize the given product. (1) Given the product [CH2:1]([O:3][C:4]([C:6]1[CH:7]=[N:8][C:9]2[C:14]([C:15]=1[C:16]1[CH:21]=[CH:20][CH:19]=[C:18]([CH2:22][OH:23])[CH:17]=1)=[CH:13][CH:12]=[C:11]([C:24]([F:27])([F:25])[F:26])[CH:10]=2)=[O:5])[CH3:2], predict the reactants needed to synthesize it. The reactants are: [CH2:1]([O:3][C:4]([C:6]1[CH:7]=[N:8][C:9]2[C:14]([C:15]=1[C:16]1[CH:21]=[CH:20][CH:19]=[C:18]([CH:22]=[O:23])[CH:17]=1)=[CH:13][CH:12]=[C:11]([C:24]([F:27])([F:26])[F:25])[CH:10]=2)=[O:5])[CH3:2].[BH4-].[Na+]. (2) The reactants are: [OH:1][C:2]1[CH:3]=[C:4]2[C:9](=[CH:10][CH:11]=1)[C:8](=[O:12])[CH:7]=[CH:6][C:5]2=[O:13]. Given the product [OH:1][C:2]1[CH:3]=[C:4]2[C:9](=[CH:10][CH:11]=1)[C:8](=[O:12])[C:7]([C:9]([CH3:10])([CH3:4])[CH:8]=[O:12])=[CH:6][C:5]2=[O:13], predict the reactants needed to synthesize it. (3) Given the product [NH2:1][C:2]1[C:11]2=[CH:12][N:13]([C@@H:15]3[O:28][C@H:27]([CH2:29][O:30][C:31](=[O:33])[CH3:32])[C@@H:21]([O:22][C:23](=[O:26])[CH2:24][CH3:25])[C@H:16]3[O:17][C:18](=[O:20])[CH3:19])[N:14]=[C:9]3[C:10]2=[C:4]([C:5](=[S:42])[NH:6][N:7]=[CH:8]3)[CH:3]=1, predict the reactants needed to synthesize it. The reactants are: [NH2:1][C:2]1[C:11]2=[CH:12][N:13]([C@@H:15]3[O:28][C@H:27]([CH2:29][O:30][C:31](=[O:33])[CH3:32])[C@@H:21]([O:22][C:23](=[O:26])[CH2:24][CH3:25])[C@H:16]3[O:17][C:18](=[O:20])[CH3:19])[N:14]=[C:9]3[C:10]2=[C:4]([C:5](=O)[NH:6][N:7]=[CH:8]3)[CH:3]=1.N1C=CC=CC=1.P12(SP3(SP(SP(S3)(S1)=S)(=S)S2)=S)=[S:42]. (4) The reactants are: [F:1][C:2]([F:12])([F:11])[C:3]1[N:8]=[CH:7][C:6]([CH:9]=[O:10])=[CH:5][CH:4]=1.[CH3:13][Mg]Cl.[Cl-].[NH4+]. Given the product [F:12][C:2]([F:11])([F:1])[C:3]1[N:8]=[CH:7][C:6]([CH:9]([OH:10])[CH3:13])=[CH:5][CH:4]=1, predict the reactants needed to synthesize it. (5) Given the product [Br:1][CH2:39][CH2:38][O:37][CH2:36][C:32]1[CH:33]=[CH:34][CH:35]=[C:30]([O:29][CH3:28])[CH:31]=1, predict the reactants needed to synthesize it. The reactants are: [Br:1]N1C(=O)CCC1=O.C1(P(C2C=CC=CC=2)C2C=CC=CC=2)C=CC=CC=1.[CH3:28][O:29][C:30]1[CH:31]=[C:32]([CH2:36][O:37][CH2:38][CH2:39]O)[CH:33]=[CH:34][CH:35]=1.